Dataset: Forward reaction prediction with 1.9M reactions from USPTO patents (1976-2016). Task: Predict the product of the given reaction. (1) Given the reactants BrCCBr.[Si](Cl)(C)(C)C.Br[CH2:11][C:12]1[CH:21]=[CH:20][C:15]([C:16]([O:18][CH3:19])=[O:17])=[CH:14][CH:13]=1.Br[Zn]CC1C=CC(C(OC)=O)=CC=1.Br[C:36]1[S:37][CH:38]=[CH:39][N:40]=1, predict the reaction product. The product is: [S:37]1[CH:38]=[CH:39][N:40]=[C:36]1[CH2:11][C:12]1[CH:21]=[CH:20][C:15]([C:16]([O:18][CH3:19])=[O:17])=[CH:14][CH:13]=1. (2) Given the reactants [C:1]([O:5][C:6](=[O:25])[NH:7][C@H:8]([C:12]1[CH:17]=[C:16]([C:18]2[CH:23]=[CH:22][N:21]=[CH:20][C:19]=2[NH2:24])[CH:15]=[CH:14][N:13]=1)[CH2:9][CH:10]=[CH2:11])([CH3:4])([CH3:3])[CH3:2].[CH3:26][C@H:27]([CH:31]=[CH2:32])[C:28](O)=[O:29].N1C=CC=CC=1.C(P1(=O)OP(CCC)(=O)OP(CCC)(=O)O1)CC, predict the reaction product. The product is: [C:1]([O:5][C:6](=[O:25])[NH:7][C@H:8]([C:12]1[CH:17]=[C:16]([C:18]2[CH:23]=[CH:22][N:21]=[CH:20][C:19]=2[NH:24][C:28](=[O:29])[C@H:27]([CH3:26])[CH:31]=[CH2:32])[CH:15]=[CH:14][N:13]=1)[CH2:9][CH:10]=[CH2:11])([CH3:2])([CH3:3])[CH3:4]. (3) Given the reactants C(O)(=O)C.[N:5]1[CH:10]=[N:9][CH:8]=[N:7][CH:6]=1.[CH2:11]([O:18][C:19]([N:21]1[CH:26]([CH3:27])[CH2:25][N:24]([CH2:28][C:29]2[CH:34]=C[C:32](C#N)=[C:31](N)[CH:30]=2)[C:23](=[O:38])[C@@H:22]1[CH3:39])=[O:20])[C:12]1[CH:17]=[CH:16][CH:15]=[CH:14][CH:13]=1.C(OCC)(=O)C, predict the reaction product. The product is: [CH2:11]([O:18][C:19]([N:21]1[CH:26]([CH3:27])[CH2:25][N:24]([CH2:28][C:29]2[CH:34]=[C:6]3[C:32]([C:10]([NH2:5])=[N:9][CH:8]=[N:7]3)=[CH:31][CH:30]=2)[C:23](=[O:38])[C@@H:22]1[CH3:39])=[O:20])[C:12]1[CH:13]=[CH:14][CH:15]=[CH:16][CH:17]=1. (4) Given the reactants ClO.[CH2:3]([N:6]1[CH2:25][CH2:24][C@:13]23[C:14]4[C:15]5[O:23][C@H:12]2[C:11](=[O:26])[CH2:10][CH2:9][C@@:8]3([O:27][CH2:28][CH2:29][CH2:30][C:31]2[CH:36]=[CH:35][CH:34]=[CH:33][CH:32]=2)[C@H:7]1[CH2:20][C:19]=4[CH:18]=[CH:17][C:16]=5[O:21][CH3:22])[CH:4]=C.C([O-])([O-])=O.[K+].[K+].C(I)C, predict the reaction product. The product is: [O:23]1[C@@H:12]2[C@@:13]34[CH2:24][CH2:25][N:6]([CH2:3][CH3:4])[C@@H:7]([C@:8]3([O:27][CH2:28][CH2:29][CH2:30][C:31]3[CH:32]=[CH:33][CH:34]=[CH:35][CH:36]=3)[CH2:9][CH2:10][C:11]2=[O:26])[CH2:20][C:19]2=[C:14]4[C:15]1=[C:16]([O:21][CH3:22])[CH:17]=[CH:18]2.